This data is from Forward reaction prediction with 1.9M reactions from USPTO patents (1976-2016). The task is: Predict the product of the given reaction. (1) Given the reactants Cl[C:2]1[S:3][C:4]([C:7]#[N:8])=[CH:5][N:6]=1.[NH2:9][C:10]1[CH:11]=[C:12]([OH:16])[CH:13]=[CH:14][CH:15]=1.C([O-])([O-])=O.[K+].[K+].O, predict the reaction product. The product is: [NH2:9][C:10]1[CH:11]=[C:12]([CH:13]=[CH:14][CH:15]=1)[O:16][C:2]1[S:3][C:4]([C:7]#[N:8])=[CH:5][N:6]=1. (2) Given the reactants COC1C=CC(C(C2C=CC(OC)=CC=2)[O:10][CH:11](C2C=CC=CC=2)[CH:12]2[CH:16]([O:17][C:18](=[O:25])[C:19]3[CH:24]=[CH:23][CH:22]=[CH:21][CH:20]=3)[CH:15]([O:26][CH3:27])[CH:14]([N:28]3[CH:36]=[N:35][C:34]4[C:33](=[O:37])[NH:32][C:31]([NH:38][C:39](=[O:43])[CH:40]([CH3:42])[CH3:41])=[N:30][C:29]3=4)[O:13]2)=CC=1.C(O)=O.C(O)CCC, predict the reaction product. The product is: [OH:10][CH2:11][CH:12]1[CH:16]([O:17][C:18](=[O:25])[C:19]2[CH:20]=[CH:21][CH:22]=[CH:23][CH:24]=2)[CH:15]([O:26][CH3:27])[CH:14]([N:28]2[CH:36]=[N:35][C:34]3[C:33](=[O:37])[NH:32][C:31]([NH:38][C:39](=[O:43])[CH:40]([CH3:41])[CH3:42])=[N:30][C:29]2=3)[O:13]1. (3) Given the reactants C(N(C(C)C)CC)(C)C.Cl.[NH2:11][C:12]1[CH:13]=[C:14]([N:26]([CH3:30])[C:27](=[O:29])[CH3:28])[CH:15]=[CH:16][C:17]=1[NH:18][CH2:19][CH:20]1[CH2:25][CH2:24][O:23][CH2:22][CH2:21]1.Cl.[N:32]1[CH:37]=[CH:36][CH:35]=[CH:34][C:33]=1[CH2:38][C:39](O)=O.CN(C(ON1N=NC2C=CC=NC1=2)=[N+](C)C)C.F[P-](F)(F)(F)(F)F, predict the reaction product. The product is: [CH3:30][N:26]([C:14]1[CH:15]=[CH:16][C:17]2[N:18]([CH2:19][CH:20]3[CH2:21][CH2:22][O:23][CH2:24][CH2:25]3)[C:39]([CH2:38][C:33]3[CH:34]=[CH:35][CH:36]=[CH:37][N:32]=3)=[N:11][C:12]=2[CH:13]=1)[C:27](=[O:29])[CH3:28]. (4) Given the reactants [N+:1]([C:4]1[CH:9]=[CH:8][C:7]([O:10][CH2:11][C:12]([F:15])([F:14])[F:13])=[CH:6][CH:5]=1)([O-])=O, predict the reaction product. The product is: [F:13][C:12]([F:14])([F:15])[CH2:11][O:10][C:7]1[CH:6]=[CH:5][C:4]([NH2:1])=[CH:9][CH:8]=1.